From a dataset of Full USPTO retrosynthesis dataset with 1.9M reactions from patents (1976-2016). Predict the reactants needed to synthesize the given product. (1) The reactants are: [Si:1]([OH:8])([C:4]([CH3:7])([CH3:6])[CH3:5])([CH3:3])[CH3:2].ClC([CH:12]=[CH:13][SiH3:14])Cl.[CH2:15](N(CC)CC)C.[CH3:22][N:23]1[CH2:28][CH2:27][NH:26][CH2:25][CH2:24]1. Given the product [O:8]([Si:14]([CH3:15])([CH:13]=[CH2:12])[N:26]1[CH2:27][CH2:28][N:23]([CH3:22])[CH2:24][CH2:25]1)[Si:1]([C:4]([CH3:7])([CH3:6])[CH3:5])([CH3:3])[CH3:2], predict the reactants needed to synthesize it. (2) Given the product [Cl:1][C:2]1[CH:7]=[C:6]([CH:5]=[CH:4][C:3]=1[NH:22][C:23]([NH:25][CH3:26])=[O:24])[O:8][C:9]1[C:18]2[C:13](=[CH:14][C:15]([O:21][CH2:33][CH:34]3[CH2:39][CH2:38][N:37]([C:40]([O:42][C:43]([CH3:44])([CH3:46])[CH3:45])=[O:41])[CH2:36][CH2:35]3)=[C:16]([C:19]#[N:20])[CH:17]=2)[N:12]=[CH:11][CH:10]=1, predict the reactants needed to synthesize it. The reactants are: [Cl:1][C:2]1[CH:7]=[C:6]([O:8][C:9]2[C:18]3[C:13](=[CH:14][C:15]([OH:21])=[C:16]([C:19]#[N:20])[CH:17]=3)[N:12]=[CH:11][CH:10]=2)[CH:5]=[CH:4][C:3]=1[NH:22][C:23]([NH:25][CH3:26])=[O:24].CN(C)C=O.Br[CH2:33][CH:34]1[CH2:39][CH2:38][N:37]([C:40]([O:42][C:43]([CH3:46])([CH3:45])[CH3:44])=[O:41])[CH2:36][CH2:35]1.C(=O)([O-])[O-].[K+].[K+]. (3) Given the product [CH2:15]([O:17][C:18](=[O:34])[CH2:19][CH:20]([N:24]1[C:28]2[CH:29]=[CH:30][CH:31]=[CH:32][C:27]=2[N:26]([CH2:8][C:5]2[CH:6]=[CH:7][C:2]([NH2:1])=[C:3]([O:10][C:11]([F:14])([F:13])[F:12])[CH:4]=2)[C:25]1=[O:33])[CH2:21][CH2:22][CH3:23])[CH3:16], predict the reactants needed to synthesize it. The reactants are: [NH2:1][C:2]1[CH:7]=[CH:6][C:5]([CH2:8]O)=[CH:4][C:3]=1[O:10][C:11]([F:14])([F:13])[F:12].[CH2:15]([O:17][C:18](=[O:34])[CH2:19][CH:20]([N:24]1[C:28]2[CH:29]=[CH:30][CH:31]=[CH:32][C:27]=2[NH:26][C:25]1=[O:33])[CH2:21][CH2:22][CH3:23])[CH3:16].C1(P(C2C=CC=CC=2)C2C=CC=CC=2)C=CC=CC=1.CC(OC(/N=N/C(OC(C)C)=O)=O)C. (4) Given the product [Cl:1][C:2]1[CH:7]=[CH:6][C:5]([N:8]2[CH2:9][CH2:10][N:11]([C:14]3[N:15]=[C:16]([NH:24][C@@H:25]4[CH2:29][CH2:28][N:27]([C:35]([C@H:31]5[CH2:32][CH2:33][CH2:34][O:30]5)=[O:36])[CH2:26]4)[C:17]4[S:22](=[O:23])[CH2:21][CH2:20][C:18]=4[N:19]=3)[CH2:12][CH2:13]2)=[CH:4][CH:3]=1, predict the reactants needed to synthesize it. The reactants are: [Cl:1][C:2]1[CH:7]=[CH:6][C:5]([N:8]2[CH2:13][CH2:12][N:11]([C:14]3[N:15]=[C:16]([NH:24][C@@H:25]4[CH2:29][CH2:28][NH:27][CH2:26]4)[C:17]4[S:22](=[O:23])[CH2:21][CH2:20][C:18]=4[N:19]=3)[CH2:10][CH2:9]2)=[CH:4][CH:3]=1.[O:30]1[CH2:34][CH2:33][CH2:32][C@@H:31]1[C:35](O)=[O:36]. (5) Given the product [Cl:21][C:18]1[CH:17]=[CH:16][C:15]([CH2:14][CH2:13][C:11]2[CH:12]=[C:8]([C:6]([OH:7])=[O:5])[NH:9][CH:10]=2)=[CH:20][CH:19]=1, predict the reactants needed to synthesize it. The reactants are: [OH-].[Na+].C([O:5][C:6]([C:8]1[NH:9][CH:10]=[C:11]([CH2:13][CH2:14][C:15]2[CH:20]=[CH:19][C:18]([Cl:21])=[CH:17][CH:16]=2)[CH:12]=1)=[O:7])C. (6) Given the product [C:21]([Si:18]([O:12][C:3]1[CH:4]=[CH:5][CH:6]=[C:7]([C:8]([F:10])([F:11])[F:9])[C:2]=1[Cl:1])([CH3:20])[CH3:19])([CH3:24])([CH3:23])[CH3:22], predict the reactants needed to synthesize it. The reactants are: [Cl:1][C:2]1[C:7]([C:8]([F:11])([F:10])[F:9])=[CH:6][CH:5]=[CH:4][C:3]=1[OH:12].N1C=CN=C1.[Si:18](Cl)([C:21]([CH3:24])([CH3:23])[CH3:22])([CH3:20])[CH3:19]. (7) The reactants are: [CH3:1][S:2](Cl)(=[O:4])=[O:3].[CH3:6][O:7][C:8]1[CH:9]=[C:10]2[C:15](=[CH:16][CH:17]=1)[C:14]([CH2:18][OH:19])=[N:13][C:12]([NH:20][C:21]1[CH:25]=[C:24]([CH3:26])[NH:23][N:22]=1)=[CH:11]2.CCN(CC)CC. Given the product [CH3:1][S:2]([N:23]1[C:24]([CH3:26])=[CH:25][C:21]([NH:20][C:12]2[N:13]=[C:14]([CH2:18][O:19][S:2]([CH3:1])(=[O:4])=[O:3])[C:15]3[C:10]([CH:11]=2)=[CH:9][C:8]([O:7][CH3:6])=[CH:17][CH:16]=3)=[N:22]1)(=[O:4])=[O:3], predict the reactants needed to synthesize it.